This data is from Reaction yield outcomes from USPTO patents with 853,638 reactions. The task is: Predict the reaction yield, written as a fraction of the theoretical maximum amount of product (1.0 means a 100% yield; for example, 0.34 means a 34% yield). (1) The yield is 0.696. The reactants are [CH2:1]([O:4][N:5]([C@@H:18]1[C:23]([CH3:24])=[CH:22][C@@H:21]([CH2:25][O:26][Si:27]([C:30]([CH3:33])([CH3:32])[CH3:31])([CH3:29])[CH3:28])[NH:20][CH2:19]1)S(C1C=CC=CC=1[N+]([O-])=O)(=O)=O)[CH:2]=[CH2:3].C(=O)([O-])[O-].[K+].[K+].C1(S)C=CC=CC=1. The catalyst is C(#N)C. The product is [CH2:1]([O:4][NH:5][C@@H:18]1[C:23]([CH3:24])=[CH:22][C@@H:21]([CH2:25][O:26][Si:27]([C:30]([CH3:33])([CH3:32])[CH3:31])([CH3:28])[CH3:29])[NH:20][CH2:19]1)[CH:2]=[CH2:3]. (2) The reactants are [BH4-].[Li+].[CH2:3]([O:10][C:11]([N:13]1[C:21]2[C:16](=[CH:17][CH:18]=[CH:19][CH:20]=2)[CH2:15][CH:14]1[C:22](OC)=[O:23])=[O:12])[C:4]1[CH:9]=[CH:8][CH:7]=[CH:6][CH:5]=1. The catalyst is O1CCCC1. The product is [CH2:3]([O:10][C:11]([N:13]1[C:21]2[C:16](=[CH:17][CH:18]=[CH:19][CH:20]=2)[CH2:15][CH:14]1[CH2:22][OH:23])=[O:12])[C:4]1[CH:9]=[CH:8][CH:7]=[CH:6][CH:5]=1. The yield is 0.830. (3) The reactants are C(OC([N:8]1[C:12]2[CH:13]=[CH:14][CH:15]=[CH:16][C:11]=2[N:10]=[C:9]1[CH2:17][NH:18][CH:19]1[C:28]2[N:27]=[CH:26][CH:25]=[CH:24][C:23]=2[CH2:22][CH2:21][CH2:20]1)=O)(C)(C)C.C(OC(=O)[NH:35][CH2:36][CH2:37][CH:38]=O)(C)(C)C.[BH-](OC(C)=O)(OC(C)=O)OC(C)=O.[Na+].CC(O)=O. The catalyst is C1COCC1. The product is [NH:8]1[C:12]2[CH:13]=[CH:14][CH:15]=[CH:16][C:11]=2[N:10]=[C:9]1[CH2:17][N:18]([CH:19]1[C:28]2[N:27]=[CH:26][CH:25]=[CH:24][C:23]=2[CH2:22][CH2:21][CH2:20]1)[CH2:38][CH2:37][CH2:36][NH2:35]. The yield is 0.750.